The task is: Predict the reaction yield, written as a fraction of the theoretical maximum amount of product (1.0 means a 100% yield; for example, 0.34 means a 34% yield).. This data is from Reaction yield outcomes from USPTO patents with 853,638 reactions. (1) The reactants are [NH2:1][C:2]1[CH:10]=[C:9]([O:11][CH3:12])[CH:8]=[C:7]([O:13][CH3:14])[C:3]=1[C:4]([NH2:6])=[O:5].[OH:15][C:16]1[CH:23]=[CH:22][C:19]([CH:20]=O)=[CH:18][C:17]=1[O:24][CH3:25].COC1C=C(OC)C=C2C=1C(=O)NC(C1C=CC=CN=1)=N2. No catalyst specified. The product is [OH:15][C:16]1[CH:23]=[CH:22][C:19]([C:20]2[NH:6][C:4](=[O:5])[C:3]3[C:2](=[CH:10][C:9]([O:11][CH3:12])=[CH:8][C:7]=3[O:13][CH3:14])[N:1]=2)=[CH:18][C:17]=1[O:24][CH3:25]. The yield is 0.360. (2) The reactants are Br[C:2]1[CH:7]=[CH:6][CH:5]=[CH:4][C:3]=1[C:8]([C:27]([O:29][CH3:30])=[O:28])=[C:9]([NH:11][CH:12]([CH:14]1[CH2:19][CH2:18][N:17]([C:20]([O:22][C:23]([CH3:26])([CH3:25])[CH3:24])=[O:21])[CH2:16][CH2:15]1)[CH3:13])[CH3:10].C1(P(C2CCCCC2)C2C=CC=CC=2C2C(OC(C)C)=CC=CC=2OC(C)C)CCCCC1.O1CCOCC1.C[O-].[Na+]. The catalyst is CC(OC1C=CC=C(OC(C)C)C=1C1C(P(C2CCCCC2)C2CCCCC2)=CC=CC=1)C. The product is [C:23]([O:22][C:20]([N:17]1[CH2:18][CH2:19][CH:14]([CH:12]([N:11]2[C:4]3[C:3](=[CH:2][CH:7]=[CH:6][CH:5]=3)[C:8]([C:27]([O:29][CH3:30])=[O:28])=[C:9]2[CH3:10])[CH3:13])[CH2:15][CH2:16]1)=[O:21])([CH3:26])([CH3:25])[CH3:24]. The yield is 0.689. (3) The reactants are [OH:1][CH2:2][C@H:3]1[O:7][C:6](=[O:8])[CH2:5][CH2:4]1.CN(C)CC.[Si](Cl)(C)(C)C.[Li+].C[Si]([N-][Si](C)(C)C)(C)C.Br[CH2:30][C:31]1[C:36]([Cl:37])=[CH:35][C:34]([C:38]2[CH:43]=[CH:42][C:41]([C:44]([N:46]3[CH2:51][CH2:50][CH:49]([C:52]([F:55])([F:54])[F:53])[CH2:48][CH2:47]3)=[O:45])=[CH:40][CH:39]=2)=[CH:33][C:32]=1[Cl:56]. The catalyst is C1COCC1.CCOC(C)=O.CCCCCCC. The product is [Cl:56][C:32]1[CH:33]=[C:34]([C:38]2[CH:39]=[CH:40][C:41]([C:44]([N:46]3[CH2:51][CH2:50][CH:49]([C:52]([F:55])([F:54])[F:53])[CH2:48][CH2:47]3)=[O:45])=[CH:42][CH:43]=2)[CH:35]=[C:36]([Cl:37])[C:31]=1[CH2:30][C@@H:5]1[CH2:4][C@@H:3]([CH2:2][OH:1])[O:7][C:6]1=[O:8]. The yield is 0.600.